Dataset: Experimentally validated miRNA-target interactions with 360,000+ pairs, plus equal number of negative samples. Task: Binary Classification. Given a miRNA mature sequence and a target amino acid sequence, predict their likelihood of interaction. (1) The miRNA is hsa-miR-3194-5p with sequence GGCCAGCCACCAGGAGGGCUG. The protein sequence of the target gene is MQFMLLFSRQGKLRLQKWYVPLSDKEKKKITRELVQTVLARKPKMCSFLEWRDLKIVYKRYASLYFCCAIEDQDNELITLEIIHRYVELLDKYFGSVCELDIIFNFEKAYFILDEFLLGGEVQETSKKNVLKAIEQADLLQEEAETPRSVLEEIGLT. Result: 0 (no interaction). (2) Result: 0 (no interaction). The protein sequence of the target gene is MGDAKEAGAEGPPAGAAARGGLSLLSQGESEESSAQGSALFLGGNEVKSRAVVKYSSAPPRTAFARLEEKTDLKLPPANWLRESAKLGPAGTTILGNSKKSKPFSSFGMAYDFIDSVGNDVDVVSDSENIKKLLKIPYSKSHVSMAVHRIGRTLLLDELDIQELFMRSSQTGDWTWLKEFYQRLIDQKWQRKKKSKEHWYQKAILSKFLYYSINGDGAAQPVSSTAEQQESSSSDQTNDSEGASWPAPFEMPSSVSEDPSASSQGSEPLEPSYIVGHVASAPKEQNLITLFNDGEHSQGL.... The miRNA is hsa-miR-6081 with sequence AGGAGCAGUGCCGGCCAAGGCGCC. (3) The miRNA is mmu-miR-450b-5p with sequence UUUUGCAGUAUGUUCCUGAAUA. The protein sequence of the target gene is MGKRRCVPPLEPKLAAGCCGVKKPKLSGSGTHSHGNQSTTVPGSSSGPLQNHQHVDNSSGRENVSDLTLGPGNSPITRMNTASGALSPLPRPNGTANSTKNLVVTAEMCCYCFDVLYCHLYGFPQPRLPRFTNDPYPLFVTWKTGRDKRLRGCIGTFSAMNLHSGLREYTLTSALKDSRFPPLTREELPKLFCSVSLLTNFEDASDYLDWEVGVHGIRIEFINEKGIKRTATYLPEVAKEQDWDQIQTIDSLLRKGGFKAPITSEFRKSIKLTRYRSEKVTISYAEYIASRQHCFQNGTL.... Result: 1 (interaction). (4) The miRNA is hsa-miR-499b-3p with sequence AACAUCACUGCAAGUCUUAACA. The protein sequence of the target gene is MSLVEAISLWNEGVLAADKKDWKGALDAFSAVQDPHSRICFNIGCMYTILKNMTEAEKAFTRSINRDKHLAVAYFQRGMLYYQTEKYDLAIKDLKEALIQLRGNQLIDYKILGLQFKLFACEVLYNIAFMYAKKEEWKKAEEQLALATSMKSEPRHSKIDKAMECVWKQKLYEPVVIPVGKLFRPNERQVAQLAKKDYLGKATVVASVVDQDSFSGFAPLQPQAAEPPPRPKTPEIFRALEGEAHRVLFGFVPETKEELQVMPGNIVFVLKKGNDNWATVMFNGQKGLVPCNYLEPVELR.... Result: 0 (no interaction). (5) The miRNA is hsa-miR-136-5p with sequence ACUCCAUUUGUUUUGAUGAUGGA. The protein sequence of the target gene is MNQEKLAKLQAQVRIGGKGTARRKKKVVHRTATADDKKLQSSLKKLAVNNIAGIEEVNMIKDDGTVIHFNNPKVQASLSANTFAITGHAEAKPITEMLPGILSQLGADSLTSLRKLAEQFPRQVLDSKAPKPEDIDEEDDDVPDLVENFDEASKNEAN. Result: 1 (interaction). (6) The miRNA is cel-miR-239b-5p with sequence UUUGUACUACACAAAAGUACUG. The protein sequence of the target gene is MQTPVNIPVPVLRLPRGPDGFSRGFAPDGRRAPLRPEVPEIQECPIAQESLESQEQRARAALRERYLRSLLAMVGHQVSFTLHEGVRVAAHFGATDLDVANFYVSQLQTPIGVQAEALLRCSDIISYTFKP. Result: 0 (no interaction). (7) The miRNA is hsa-miR-548an with sequence AAAAGGCAUUGUGGUUUUUG. The protein sequence of the target gene is MRGGSSDAERRQRWGRLFEELDSNKDGRVDVHELRQGLARLGRGDPDRAQQGVSSDWDADPDGGLSLEEFTRYLQEREQRLLLMFHSLDRNQDGHIDVSEIQQSFRALGISISLEQAEKILHSMDRDGTMTIDWQEWRDHFLLHSLENVEDVLYFWKHSTVLDIGECLTVPDEFSQEEKLTGMWWKQLVAGAVAGAVSRTGTAPLDRLKVFMQVHASKSNRLNILGGLRNMIQEGGVLSLWRGNGINVLKIAPESAIKFMAYEQIKRAIRGQQETLHVQERFVAGSLAGATAQTIIYPME.... Result: 0 (no interaction). (8) The miRNA is hsa-miR-376b-5p with sequence CGUGGAUAUUCCUUCUAUGUUU. The protein sequence of the target gene is MFHGIPATPGIGAPGNKPELYEEVKLYKNAREREKYDNMAELFAVVKTMQALEKAYIKDCVSPSEYTAACSRLLVQYKAAFRQVQGSEISSIDEFCRKFRLDCPLAMERIKEDRPITIKDDKGNLNRCIADVVSLFITVMDKLRLEIRAMDEIQPDLRELMETMHRMSHLPPDFEGRQTVSQWLQTLSGMSASDELDDSQVRQMLFDLESAYNAFNRFLHA. Result: 1 (interaction). (9) The miRNA is cel-miR-269 with sequence GGCAAGACUCUGGCAAAACU. The protein sequence of the target gene is MVYSRRGSLGSRLLLLWLLLAYWKAGSGQLHYSIPEEAKHGTFVGRIAQDLGLELAELVPRLFRVASKGRGDLLEVNLQNGILFVNSRIDREELCRRRAECSIHLEVIVDRPLQVFHVEVAVKDINDNPPRFSRQEQRLFILESRMPDSRFPLEGASDLDIGANAQLRYRLNPNEYFDLDVKTNEEETNFLELVLRKSLDREETQEHRLLVIATDGGKPELTGTVQLLINVLDANDNAPEFDKSIYNVRLLENAPSGTLVIKLNASDADEGINKEIVYFFSNLVLDDVKSKFIINSNTGE.... Result: 0 (no interaction).